This data is from Full USPTO retrosynthesis dataset with 1.9M reactions from patents (1976-2016). The task is: Predict the reactants needed to synthesize the given product. (1) Given the product [Cl:1][C:2]1[CH:7]=[CH:6][N:5]=[C:4]([CH2:8][Cl:12])[CH:3]=1, predict the reactants needed to synthesize it. The reactants are: [Cl:1][C:2]1[CH:7]=[CH:6][N:5]=[C:4]([CH2:8]O)[CH:3]=1.S(Cl)([Cl:12])=O.O. (2) Given the product [OH:26][C:25]1[C:20](=[O:19])[NH:21][CH:22]=[C:23]([CH2:28][CH2:29][C:30]2[CH:31]=[CH:32][C:33]([CH3:36])=[CH:34][CH:35]=2)[CH:24]=1, predict the reactants needed to synthesize it. The reactants are: OC1C(=O)NC=C(CCC2C=CC=CC=2C)C=1.C[O:19][C:20]1[C:25]([O:26]C)=[CH:24][C:23]([C:28]#[C:29][C:30]2[CH:35]=[CH:34][C:33]([CH3:36])=[CH:32][CH:31]=2)=[CH:22][N:21]=1. (3) The reactants are: CO[CH2:3][CH2:4]CN=C=O.[CH2:9]([C:16]1[NH:24][C:23]2[C:22](=[O:25])[N:21]([CH2:26][CH2:27][CH2:28][O:29][CH3:30])[C:20](=[O:31])[N:19]([CH2:32][CH2:33][C:34]3[CH:39]=[CH:38][C:37]([N+:40]([O-:42])=[O:41])=[CH:36][CH:35]=3)[C:18]=2[N:17]=1)[C:10]1[CH:15]=[CH:14][CH:13]=[CH:12][CH:11]=1.C(=O)([O-])[O-].[Na+].[Na+].[CH2:49]([NH:51][CH2:52][CH2:53][OH:54])[CH3:50]. Given the product [CH2:9]([C:16]1[N:24]([CH2:50][CH2:49][N:51]([CH2:3][CH3:4])[CH2:52][CH2:53][OH:54])[C:23]2[C:22](=[O:25])[N:21]([CH2:26][CH2:27][CH2:28][O:29][CH3:30])[C:20](=[O:31])[N:19]([CH2:32][CH2:33][C:34]3[CH:35]=[CH:36][C:37]([N+:40]([O-:42])=[O:41])=[CH:38][CH:39]=3)[C:18]=2[N:17]=1)[C:10]1[CH:15]=[CH:14][CH:13]=[CH:12][CH:11]=1, predict the reactants needed to synthesize it. (4) Given the product [F:28][C:2]1([F:1])[CH2:5][N:4]([CH:6]2[CH2:11][CH2:10][CH:9]([C:12]3[C:20]4[C:15](=[CH:16][CH:17]=[CH:18][CH:19]=4)[N:14]([C:21]4[CH:27]=[CH:26][C:24]([NH:25][C:32]([NH:51][CH2:50][C:46]5[CH:45]=[N:44][CH:49]=[CH:48][CH:47]=5)=[O:31])=[CH:23][CH:22]=4)[CH:13]=3)[CH2:8][CH2:7]2)[CH2:3]1, predict the reactants needed to synthesize it. The reactants are: [F:1][C:2]1([F:28])[CH2:5][N:4]([CH:6]2[CH2:11][CH2:10][CH:9]([C:12]3[C:20]4[C:15](=[CH:16][CH:17]=[CH:18][CH:19]=4)[N:14]([C:21]4[CH:27]=[CH:26][C:24]([NH2:25])=[CH:23][CH:22]=4)[CH:13]=3)[CH2:8][CH2:7]2)[CH2:3]1.O=C(Cl)[O:31][C:32](Cl)(Cl)Cl.C(N(CC)CC)C.[N:44]1[CH:49]=[CH:48][CH:47]=[C:46]([CH2:50][NH2:51])[CH:45]=1. (5) Given the product [CH3:22][C:3]1[C:4]([C:17]([O:19][CH2:20][CH3:21])=[O:18])=[CH:5][N:6]([S:7]([C:10]2[CH:15]=[CH:14][C:13]([CH3:16])=[CH:12][CH:11]=2)(=[O:9])=[O:8])[C:2]=1[C:23]1[CH:28]=[CH:27][CH:26]=[CH:25][CH:24]=1, predict the reactants needed to synthesize it. The reactants are: Br[C:2]1[N:6]([S:7]([C:10]2[CH:15]=[CH:14][C:13]([CH3:16])=[CH:12][CH:11]=2)(=[O:9])=[O:8])[CH:5]=[C:4]([C:17]([O:19][CH2:20][CH3:21])=[O:18])[C:3]=1[CH3:22].[C:23]1(B(O)O)[CH:28]=[CH:27][CH:26]=[CH:25][CH:24]=1.C(=O)([O-])[O-].[Na+].[Na+]. (6) The reactants are: CCCCCCCC/C=C\[CH2:11][CH2:12][CH2:13][CH2:14][CH2:15][CH2:16][CH2:17][C:18]([O:20]C[C@@H](O)[C@H]1OC[C@H](O)[C@H]1O)=[O:19].CCC(COC(C(N(CC[NH+](C)C)C)=O)(C1C=CC=CC=1)C1C=CC=CC=1)CC.[Cl-].C(O)CCC.C(O)CCCCC. Given the product [C:18]([OH:20])(=[O:19])[CH2:17][CH2:16][CH2:15][CH2:14][CH2:13][CH2:12][CH3:11], predict the reactants needed to synthesize it. (7) Given the product [Cl:29][C:30]1[N:35]=[C:34]([O:1][C:2]2[CH:28]=[CH:27][CH:26]=[CH:25][C:3]=2[CH2:4][NH:5][C:6]([NH:8][C:9]2[N:13]([C:14]3[CH:19]=[CH:18][C:17]([Cl:20])=[CH:16][CH:15]=3)[N:12]=[C:11]([C:21]([CH3:23])([CH3:24])[CH3:22])[CH:10]=2)=[O:7])[CH:33]=[CH:32][N:31]=1, predict the reactants needed to synthesize it. The reactants are: [OH:1][C:2]1[CH:28]=[CH:27][CH:26]=[CH:25][C:3]=1[CH2:4][NH:5][C:6]([NH:8][C:9]1[N:13]([C:14]2[CH:19]=[CH:18][C:17]([Cl:20])=[CH:16][CH:15]=2)[N:12]=[C:11]([C:21]([CH3:24])([CH3:23])[CH3:22])[CH:10]=1)=[O:7].[Cl:29][C:30]1[N:35]=[C:34](Cl)[CH:33]=[CH:32][N:31]=1.[OH-].[Na+].